This data is from Forward reaction prediction with 1.9M reactions from USPTO patents (1976-2016). The task is: Predict the product of the given reaction. The product is: [Cl:24][C:11]1[O:12][C:8]([C:6]2[S:7][C:3]([CH2:1][CH3:2])=[CH:4][CH:5]=2)=[C:9]([CH3:13])[N:10]=1. Given the reactants [CH2:1]([C:3]1[S:7][C:6]([C:8]2[O:12][CH:11]=[N:10][C:9]=2[CH3:13])=[CH:5][CH:4]=1)[CH3:2].[Li+].C[Si]([N-][Si](C)(C)C)(C)C.[Cl:24]C(Cl)(Cl)C(Cl)(Cl)Cl, predict the reaction product.